This data is from Catalyst prediction with 721,799 reactions and 888 catalyst types from USPTO. The task is: Predict which catalyst facilitates the given reaction. (1) Reactant: [CH3:1][C@@:2]12[C@H:11]3[CH2:12][CH2:13][C@@:14]4([CH3:20])[C@H:18]([C@@H:10]3[CH2:9][CH:8]=[C:7]1[N:6]([CH2:21][C:22]([N:24]([CH3:26])[CH3:25])=[O:23])[C:5](=[O:27])[CH2:4][CH2:3]2)[CH2:17][CH2:16][C:15]4=[O:19].[O:28](S(C(F)(F)F)(=O)=O)[S:29]([C:32]([F:35])([F:34])[F:33])(=O)=[O:30].C(N(CC)CC)C.O. Product: [F:33][C:32]([F:35])([F:34])[S:29]([O:19][C:15]1[C@@:14]2([CH3:20])[CH2:13][CH2:12][C@H:11]3[C@H:10]([C@@H:18]2[CH2:17][CH:16]=1)[CH2:9][CH:8]=[C:7]1[C@:2]3([CH3:1])[CH2:3][CH2:4][C:5](=[O:27])[N:6]1[CH2:21][C:22]([N:24]([CH3:25])[CH3:26])=[O:23])(=[O:30])=[O:28]. The catalyst class is: 2. (2) Product: [C:39]([N:14]1[CH:13]=[C:12]([C:10]2[C:9]3[CH2:8][CH2:7][C@H:6]4[C@H:18]([CH3:25])[C:19](=[O:24])[C:20]([C:22]#[N:23])=[CH:21][C@:5]4([C:26]4[CH:27]=[CH:28][CH:29]=[CH:30][CH:31]=4)[C:4]=3[N:3]=[C:2]([CH3:1])[N:11]=2)[CH:16]=[N:15]1)(=[O:41])[CH3:40]. The catalyst class is: 4. Reactant: [CH3:1][C:2]1[N:11]=[C:10]([C:12]2[CH:13]=[N:14][N:15](C)[CH:16]=2)[C:9]2[CH2:8][CH2:7][C@H:6]3[C@H:18]([CH3:25])[C:19](=[O:24])[C:20]([C:22]#[N:23])=[CH:21][C@:5]3([C:26]3[CH:31]=[CH:30][CH:29]=[CH:28][CH:27]=3)[C:4]=2[N:3]=1.C(N(CC)CC)C.[C:39](Cl)(=[O:41])[CH3:40]. (3) Reactant: Cl.[CH2:2]([N:9]1[CH2:14][CH2:13][O:12][CH:11]([C:15]([OH:17])=O)[CH2:10]1)[C:3]1[CH:8]=[CH:7][CH:6]=[CH:5][CH:4]=1.F[B-](F)(F)F.N1(OC(N(C)C)=[N+](C)C)C2C=CC=CC=2N=N1.O.ON1C2C=CC=CC=2N=N1.C(N(CC)C(C)C)(C)C.O[N:61]=[C:62]([NH2:69])[C:63]1[CH:68]=[CH:67][CH:66]=[CH:65][CH:64]=1. Product: [CH2:2]([N:9]1[CH2:14][CH2:13][O:12][CH:11]([C:15]2[O:17][N:69]=[C:62]([C:63]3[CH:68]=[CH:67][CH:66]=[CH:65][CH:64]=3)[N:61]=2)[CH2:10]1)[C:3]1[CH:4]=[CH:5][CH:6]=[CH:7][CH:8]=1. The catalyst class is: 35. (4) Reactant: [NH2:1][CH2:2][C:3]1[N:7]([CH3:8])[N:6]=[CH:5][C:4]=1[Cl:9].C(N(CC)CC)C.[C:17]1([S:27](Cl)(=[O:29])=[O:28])[C:26]2[C:21](=[CH:22][CH:23]=[CH:24][CH:25]=2)[CH:20]=[CH:19][CH:18]=1.C(=O)([O-])O.[Na+]. Product: [Cl:9][C:4]1[CH:5]=[N:6][N:7]([CH3:8])[C:3]=1[CH2:2][NH:1][S:27]([C:17]1[C:26]2[C:21](=[CH:22][CH:23]=[CH:24][CH:25]=2)[CH:20]=[CH:19][CH:18]=1)(=[O:29])=[O:28]. The catalyst class is: 46. (5) Reactant: [CH3:1][O:2][C:3]1[CH:32]=[C:31]([O:33][CH3:34])[CH:30]=[CH:29][C:4]=1[CH2:5][N:6]1[C:10]([C:11]2[C:19]3[C:14](=[N:15][CH:16]=[CH:17][CH:18]=3)[N:13]([CH2:20][C:21]3[CH:26]=[CH:25][CH:24]=[CH:23][C:22]=3[F:27])[N:12]=2)=[N:9][NH:8][C:7]1=[O:28].[H-].[Na+].I[CH2:38][CH2:39][OH:40]. Product: [CH3:1][O:2][C:3]1[CH:32]=[C:31]([O:33][CH3:34])[CH:30]=[CH:29][C:4]=1[CH2:5][N:6]1[C:10]([C:11]2[C:19]3[C:14](=[N:15][CH:16]=[CH:17][CH:18]=3)[N:13]([CH2:20][C:21]3[CH:26]=[CH:25][CH:24]=[CH:23][C:22]=3[F:27])[N:12]=2)=[N:9][N:8]([CH2:38][CH2:39][OH:40])[C:7]1=[O:28]. The catalyst class is: 18. (6) Reactant: [C:1]([O-:5])(=[O:4])[CH:2]=[CH2:3].[Na+].[C:7]([NH:12][C:13]1[CH:14]=[C:15]([OH:22])[C:16](=[CH:20][CH:21]=1)[C:17]([OH:19])=[O:18])(=[O:11])[C:8]([CH3:10])=[CH2:9].[Na]. Product: [C:1]([O:5][CH3:7])(=[O:4])[CH:2]=[CH2:3].[C:17]([OH:19])(=[O:18])[CH:16]=[CH2:15].[C:7]([NH:12][C:13]1[CH:14]=[C:15]([OH:22])[C:16](=[CH:20][CH:21]=1)[C:17]([OH:19])=[O:18])(=[O:11])[C:8]([CH3:10])=[CH2:9]. The catalyst class is: 74. (7) Reactant: [C:1]([N:6]1[CH2:11][CH2:10][N:9]([C:12]([C:14]2[CH:15]=[C:16]([CH:20]3[C:29](=O)[C:28]4[C:27]([C:31]([O:33]C)=O)=[CH:26][CH:25]=[CH:24][C:23]=4[NH:22][CH:21]3[C:35]3[CH:40]=[CH:39][N:38]=[CH:37][CH:36]=3)[CH:17]=[CH:18][CH:19]=2)=[O:13])[CH2:8][CH2:7]1)(=[O:5])[CH:2]([CH3:4])[CH3:3].O.[NH2:42][NH2:43]. Product: [C:1]([N:6]1[CH2:7][CH2:8][N:9]([C:12]([C:14]2[CH:15]=[C:16]([CH:20]3[C:29]4=[N:42][NH:43][C:31](=[O:33])[C:27]5[CH:26]=[CH:25][CH:24]=[C:23]([C:28]=54)[NH:22][CH:21]3[C:35]3[CH:40]=[CH:39][N:38]=[CH:37][CH:36]=3)[CH:17]=[CH:18][CH:19]=2)=[O:13])[CH2:10][CH2:11]1)(=[O:5])[CH:2]([CH3:3])[CH3:4]. The catalyst class is: 5. (8) Reactant: FC(F)(F)S([O:6][S:7]([C:10]([F:13])([F:12])[F:11])(=[O:9])=[O:8])(=O)=O.[CH2:16]([O:18][C:19]([C@:21]1([N:34]=[N+:35]=[N-:36])[C@@H:26](O)[CH2:25][C@@H:24]2[C@H:22]1[C@@:23]2([F:33])[C:28]([O:30][CH2:31][CH3:32])=[O:29])=[O:20])[CH3:17].N1C=CC=CC=1.C(OCC)C. Product: [CH2:16]([O:18][C:19]([C@:21]1([N:34]=[N+:35]=[N-:36])[C@@H:26]([O:6][S:7]([C:10]([F:11])([F:12])[F:13])(=[O:8])=[O:9])[CH2:25][C@@H:24]2[C@H:22]1[C@@:23]2([F:33])[C:28]([O:30][CH2:31][CH3:32])=[O:29])=[O:20])[CH3:17]. The catalyst class is: 4. (9) Reactant: C(OCC)C.[C:6]([C:8]1[CH:9]=[C:10]([C:14]2[CH:15]=[C:16]([CH:21]=[C:22]([CH2:24]O)[CH:23]=2)[C:17]([O:19][CH3:20])=[O:18])[CH:11]=[CH:12][CH:13]=1)#[N:7].P(Br)(Br)[Br:27]. Product: [C:6]([C:8]1[CH:9]=[C:10]([C:14]2[CH:15]=[C:16]([CH:21]=[C:22]([CH2:24][Br:27])[CH:23]=2)[C:17]([O:19][CH3:20])=[O:18])[CH:11]=[CH:12][CH:13]=1)#[N:7]. The catalyst class is: 6. (10) Reactant: [Cl:1][C:2]1[C:7]([N:8]2[CH2:13][CH2:12][CH:11]([C:14]3[CH:19]=[CH:18][C:17]([O:20][CH3:21])=[CH:16][C:15]=3[O:22][CH3:23])[CH2:10][CH2:9]2)=[CH:6][N:5]=[N:4][C:3]=1[NH:24][NH:25][C:26](=O)[CH2:27][C:28]([F:31])([F:30])[F:29].P(Cl)(Cl)(Cl)=O. Product: [Cl:1][C:2]1[C:3]2[N:4]([C:26]([CH2:27][C:28]([F:30])([F:31])[F:29])=[N:25][N:24]=2)[N:5]=[CH:6][C:7]=1[N:8]1[CH2:13][CH2:12][CH:11]([C:14]2[CH:19]=[CH:18][C:17]([O:20][CH3:21])=[CH:16][C:15]=2[O:22][CH3:23])[CH2:10][CH2:9]1. The catalyst class is: 647.